From a dataset of Full USPTO retrosynthesis dataset with 1.9M reactions from patents (1976-2016). Predict the reactants needed to synthesize the given product. (1) Given the product [O:18]=[C:19]([OH:31])[C@@H:20]([C@H:22]([C@H:24]([C@@H:26]([C:28]([OH:30])=[O:29])[OH:27])[OH:25])[OH:23])[OH:21].[CH3:1][NH:2][CH:3]([CH2:5]/[CH:6]=[CH:7]/[C:8]1[CH:9]=[N:10][CH:11]=[C:12]([O:14][CH:15]([CH3:17])[CH3:16])[CH:13]=1)[CH3:4].[CH3:1][NH:2][CH:3]([CH2:5]/[CH:6]=[CH:7]/[C:8]1[CH:9]=[N:10][CH:11]=[C:12]([O:14][CH:15]([CH3:17])[CH3:16])[CH:13]=1)[CH3:4], predict the reactants needed to synthesize it. The reactants are: [CH3:1][NH:2][CH:3]([CH2:5]/[CH:6]=[CH:7]/[C:8]1[CH:9]=[N:10][CH:11]=[C:12]([O:14][CH:15]([CH3:17])[CH3:16])[CH:13]=1)[CH3:4].[O:18]=[C:19]([OH:31])[C@@H:20]([C@H:22]([C@H:24]([C@@H:26]([C:28]([OH:30])=[O:29])[OH:27])[OH:25])[OH:23])[OH:21].O. (2) Given the product [N:1]1([CH:6]2[CH2:15][CH2:14][C:13]([CH3:17])([CH3:16])[C:12]3[CH:11]=[C:10]([C:18]#[C:19][C:20]4[CH:21]=[CH:22][C:23]([C:24]([OH:26])=[O:25])=[CH:27][CH:28]=4)[CH:9]=[CH:8][C:7]2=3)[CH:5]=[CH:4][N:3]=[CH:2]1, predict the reactants needed to synthesize it. The reactants are: [N:1]1([CH:6]2[CH2:15][CH2:14][C:13]([CH3:17])([CH3:16])[C:12]3[CH:11]=[C:10]([C:18]#[C:19][C:20]4[CH:28]=[CH:27][C:23]([C:24]([O-:26])=[O:25])=[CH:22][CH:21]=4)[CH:9]=[CH:8][C:7]2=3)[CH:5]=[CH:4][N:3]=[CH:2]1.[OH-].[Na+]. (3) Given the product [CH3:24][O:23][C:20]1[CH:21]=[C:22]2[C:17](=[CH:18][C:19]=1[O:25][CH3:26])[N:16]=[CH:15][CH:14]=[C:13]2[O:12][C:11]1[C:2]([C:29]2[CH:28]=[N:27][CH:32]=[CH:31][CH:30]=2)=[N:3][C:4]2[C:9]([CH:10]=1)=[CH:8][CH:7]=[CH:6][CH:5]=2, predict the reactants needed to synthesize it. The reactants are: Br[C:2]1[C:11]([O:12][C:13]2[C:22]3[C:17](=[CH:18][C:19]([O:25][CH3:26])=[C:20]([O:23][CH3:24])[CH:21]=3)[N:16]=[CH:15][CH:14]=2)=[CH:10][C:9]2[C:4](=[CH:5][CH:6]=[CH:7][CH:8]=2)[N:3]=1.[N:27]1[CH:32]=[CH:31][CH:30]=[C:29](B(O)O)[CH:28]=1.C(=O)([O-])[O-].[K+].[K+]. (4) Given the product [NH2:2][C:1]1[N:26]([C:23]2[CH:22]=[CH:21][C:20]([S:17]([CH3:16])(=[O:19])=[O:18])=[CH:25][CH:24]=2)[N:27]=[C:9]([CH2:10][CH3:11])[C:3]=1[C:4]([O:6][CH2:7][CH3:8])=[O:5], predict the reactants needed to synthesize it. The reactants are: [C:1]([C:3](=[C:9](OCC)[CH2:10][CH3:11])[C:4]([O:6][CH2:7][CH3:8])=[O:5])#[N:2].Cl.[CH3:16][S:17]([C:20]1[CH:25]=[CH:24][C:23]([NH:26][NH2:27])=[CH:22][CH:21]=1)(=[O:19])=[O:18].C(N(CC)CC)C. (5) Given the product [C:9]([C@H:11]1[CH2:15][C:14]([F:17])([F:16])[CH2:13][N:12]1[C:18](=[O:48])[CH2:19][O:20][C:21]1[CH:26]=[CH:25][CH:24]=[CH:23][C:22]=1[O:27][CH2:28][C:29]([N:31]1[CH2:35][C:34]([F:37])([F:36])[CH2:33][C@@H:32]1[C:38]([OH:40])=[O:39])=[O:30])([OH:10])=[O:8], predict the reactants needed to synthesize it. The reactants are: C([O:8][C:9]([C@H:11]1[CH2:15][C:14]([F:17])([F:16])[CH2:13][N:12]1[C:18](=[O:48])[CH2:19][O:20][C:21]1[CH:26]=[CH:25][CH:24]=[CH:23][C:22]=1[O:27][CH2:28][C:29]([N:31]1[CH2:35][C:34]([F:37])([F:36])[CH2:33][C@@H:32]1[C:38]([O:40]CC1C=CC=CC=1)=[O:39])=[O:30])=[O:10])C1C=CC=CC=1. (6) Given the product [Cl:23][C:24]1[CH:25]=[C:26]2[C:30](=[CH:31][CH:32]=1)[N:29]([CH2:33][CH2:34][C:35]([N:6]1[CH2:5][CH2:4][N:3]([C:8]3[CH:9]=[CH:10][C:11]([S:14]([NH:17][C:18]4[S:19][CH:20]=[CH:21][N:22]=4)(=[O:16])=[O:15])=[CH:12][CH:13]=3)[C:2](=[O:1])[CH2:7]1)=[O:36])[CH:28]=[CH:27]2, predict the reactants needed to synthesize it. The reactants are: [O:1]=[C:2]1[CH2:7][NH:6][CH2:5][CH2:4][N:3]1[C:8]1[CH:13]=[CH:12][C:11]([S:14]([NH:17][C:18]2[S:19][CH:20]=[CH:21][N:22]=2)(=[O:16])=[O:15])=[CH:10][CH:9]=1.[Cl:23][C:24]1[CH:25]=[C:26]2[C:30](=[CH:31][CH:32]=1)[N:29]([CH2:33][CH2:34][C:35](O)=[O:36])[CH:28]=[CH:27]2.CN(C(ON1N=NC2C=CC=NC1=2)=[N+](C)C)C.F[P-](F)(F)(F)(F)F.C(=O)(O)[O-].[Na+]. (7) Given the product [CH3:7][C:6]1([CH3:8])[C:2]([CH3:28])([CH3:1])[O:3][B:4]([C:9]2[CH:10]=[C:11]3[C:16](=[CH:17][CH:18]=2)[CH:15]=[C:14]([C:30]2[N:34]=[C:33]([C@@H:35]4[CH2:39][CH2:38][CH2:37][N:36]4[C:40]([O:42][C:43]([CH3:46])([CH3:45])[CH3:44])=[O:41])[NH:32][CH:31]=2)[CH:13]=[CH:12]3)[O:5]1, predict the reactants needed to synthesize it. The reactants are: [CH3:1][C:2]1([CH3:28])[C:6]([CH3:8])([CH3:7])[O:5][B:4]([C:9]2[CH:18]=[CH:17][C:16]3[C:11](=[CH:12][CH:13]=[C:14](B4OC(C)(C)C(C)(C)O4)[CH:15]=3)[CH:10]=2)[O:3]1.I[C:30]1[NH:34][C:33]([C@@H:35]2[CH2:39][CH2:38][CH2:37][N:36]2[C:40]([O:42][C:43]([CH3:46])([CH3:45])[CH3:44])=[O:41])=[N:32][CH:31]=1. (8) The reactants are: [C:1]([CH:5]1[CH2:10][CH2:9][CH:8]([OH:11])[CH2:7][CH2:6]1)([CH3:4])([CH3:3])[CH3:2].[S:12](Cl)([C:15]1[CH:21]=[CH:20][C:18]([CH3:19])=[CH:17][CH:16]=1)(=[O:14])=[O:13]. Given the product [CH3:19][C:18]1[CH:20]=[CH:21][C:15]([S:12]([O:11][CH:8]2[CH2:7][CH2:6][CH:5]([C:1]([CH3:4])([CH3:2])[CH3:3])[CH2:10][CH2:9]2)(=[O:14])=[O:13])=[CH:16][CH:17]=1, predict the reactants needed to synthesize it.